Dataset: Peptide-MHC class II binding affinity with 134,281 pairs from IEDB. Task: Regression. Given a peptide amino acid sequence and an MHC pseudo amino acid sequence, predict their binding affinity value. This is MHC class II binding data. (1) The peptide sequence is DITYKVHLATPINSR. The MHC is H-2-IAb with pseudo-sequence H-2-IAb. The binding affinity (normalized) is 0.785. (2) The peptide sequence is WGAIWRIDTPDKLTG. The MHC is HLA-DQA10301-DQB10302 with pseudo-sequence HLA-DQA10301-DQB10302. The binding affinity (normalized) is 0.137. (3) The peptide sequence is YVDRFFKTLRAEQASQDV. The MHC is DRB1_0701 with pseudo-sequence DRB1_0701. The binding affinity (normalized) is 0.373. (4) The peptide sequence is TNDRKWCFEGPEEHE. The MHC is HLA-DQA10201-DQB10402 with pseudo-sequence HLA-DQA10201-DQB10402. The binding affinity (normalized) is 0.437. (5) The peptide sequence is VKVLRPAPGGKAYMD. The MHC is DRB3_0202 with pseudo-sequence DRB3_0202. The binding affinity (normalized) is 0.706.